Dataset: Forward reaction prediction with 1.9M reactions from USPTO patents (1976-2016). Task: Predict the product of the given reaction. (1) Given the reactants [OH:1][C@H:2]1[CH2:6][CH2:5][C@H:4]([NH:7][C:8]2[C:13]([C:14]#[N:15])=[CH:12][N:11]=[C:10]([S:16][CH3:17])[N:9]=2)[CH2:3]1.N1C=CN=C1.[Si:23](Cl)([C:26]([CH3:29])([CH3:28])[CH3:27])([CH3:25])[CH3:24], predict the reaction product. The product is: [C:26]([Si:23]([CH3:25])([CH3:24])[O:1][C@H:2]1[CH2:6][CH2:5][C@H:4]([NH:7][C:8]2[C:13]([C:14]#[N:15])=[CH:12][N:11]=[C:10]([S:16][CH3:17])[N:9]=2)[CH2:3]1)([CH3:29])([CH3:28])[CH3:27]. (2) Given the reactants [NH2:1][CH2:2][C@@H:3]1[CH2:7][CH2:6][N:5]([C:8]2[C:17]3[C:12](=[CH:13][C:14]([CH3:18])=[CH:15][CH:16]=3)[N:11]=[C:10]([C:19]3[CH:24]=[CH:23][CH:22]=[CH:21][C:20]=3[OH:25])[N:9]=2)[CH2:4]1.C(N(CC)CC)C.Cl[C:34]([O:36][CH2:37][CH2:38][CH3:39])=[O:35], predict the reaction product. The product is: [OH:25][C:20]1[CH:21]=[CH:22][CH:23]=[CH:24][C:19]=1[C:10]1[N:9]=[C:8]([N:5]2[CH2:6][CH2:7][C@@H:3]([CH2:2][NH:1][C:34](=[O:35])[O:36][CH2:37][CH2:38][CH3:39])[CH2:4]2)[C:17]2[C:12](=[CH:13][C:14]([CH3:18])=[CH:15][CH:16]=2)[N:11]=1. (3) Given the reactants CC[C@H]1[C@H]2C[C@H]([C@H](OC3C4C(=CC=CC=4)C(O[C@H](C4C=CN=C5C=4C=C(OC)C=C5)[C@@H]4N5C[C@H](CC)[C@@H](CC5)C4)=NN=3)C3C=CN=C4C=3C=C([O:22]C)C=C4)N(CC2)C1.[C:59]([OH:63])(C)([CH3:61])[CH3:60].O.[Br:65][C:66]1[C:75](C=C)=[C:74](C)[CH:73]=[C:72]2[C:67]=1[CH:68]=[CH:69][C:70]([CH3:79])=[N:71]2, predict the reaction product. The product is: [Br:65][C:66]1[C:60]([C@H:59]([OH:63])[CH2:61][OH:22])=[C:74]([CH3:75])[CH:73]=[C:72]2[C:67]=1[CH:68]=[CH:69][C:70]([CH3:79])=[N:71]2.